The task is: Predict the reaction yield, written as a fraction of the theoretical maximum amount of product (1.0 means a 100% yield; for example, 0.34 means a 34% yield).. This data is from Reaction yield outcomes from USPTO patents with 853,638 reactions. The reactants are [CH3:1][O:2][C:3]([NH:5][C@@H:6]1[CH:14]2[C:15](=[O:65])[CH2:16][C@H:17]([C:19]3[NH:20][C:21]([C:24]4[CH:29]=[CH:28][C:27]([C:30]5[CH:39]=[N:38][C:37]6[C:32](=[CH:33][CH:34]=[C:35]([C:40]7[N:44](COCC[Si](C)(C)C)[C:43]([C@@H:53]8[CH2:57][CH2:56][CH2:55][N:54]8C(OC(C)(C)C)=O)=[N:42][CH:41]=7)[CH:36]=6)[N:31]=5)=[CH:26][CH:25]=4)=[CH:22][N:23]=3)[CH2:18][N:12]3[C:13]2=[C:9]([CH:10]=[CH:11]3)[CH2:8][CH2:7]1)=[O:4].[ClH:66].O1CCOCC1. The catalyst is CCO. The product is [ClH:66].[O:65]=[C:15]1[CH:14]2[C:13]3[N:12]([CH:11]=[CH:10][C:9]=3[CH2:8][CH2:7][C@@H:6]2[NH:5][C:3](=[O:4])[O:2][CH3:1])[CH2:18][C@@H:17]([C:19]2[NH:20][C:21]([C:24]3[CH:25]=[CH:26][C:27]([C:30]4[CH:39]=[N:38][C:37]5[C:32](=[CH:33][CH:34]=[C:35]([C:40]6[NH:44][C:43]([C@@H:53]7[CH2:57][CH2:56][CH2:55][NH:54]7)=[N:42][CH:41]=6)[CH:36]=5)[N:31]=4)=[CH:28][CH:29]=3)=[CH:22][N:23]=2)[CH2:16]1. The yield is 0.890.